From a dataset of Peptide-MHC class II binding affinity with 134,281 pairs from IEDB. Regression. Given a peptide amino acid sequence and an MHC pseudo amino acid sequence, predict their binding affinity value. This is MHC class II binding data. (1) The peptide sequence is KEYTFPITLSSTSNP. The MHC is HLA-DQA10101-DQB10501 with pseudo-sequence HLA-DQA10101-DQB10501. The binding affinity (normalized) is 0. (2) The peptide sequence is HMWARSIRLLCRLKI. The MHC is H-2-IAd with pseudo-sequence H-2-IAd. The binding affinity (normalized) is 0.209. (3) The peptide sequence is GELQIVDKIDAAFTI. The MHC is DRB1_1201 with pseudo-sequence DRB1_1201. The binding affinity (normalized) is 0.536. (4) The peptide sequence is YRKGLGNFVQTDRKS. The MHC is DRB4_0101 with pseudo-sequence DRB4_0103. The binding affinity (normalized) is 0.358. (5) The peptide sequence is AVHADMGYWIESQKN. The MHC is DRB1_0101 with pseudo-sequence DRB1_0101. The binding affinity (normalized) is 0.345.